This data is from Catalyst prediction with 721,799 reactions and 888 catalyst types from USPTO. The task is: Predict which catalyst facilitates the given reaction. (1) Product: [CH3:14][S:15]([O:6][CH2:5][CH2:4][CH2:3][S:2][CH3:1])(=[O:17])=[O:16]. The catalyst class is: 1. Reactant: [CH3:1][S:2][CH2:3][CH2:4][CH2:5][OH:6].C(N(CC)CC)C.[CH3:14][S:15](Cl)(=[O:17])=[O:16].Cl. (2) Reactant: [F:1][C:2]([F:54])([F:53])[C:3]1[CH:4]=[C:5]([C@H:13]2[O:17][C:16](=[O:18])[N:15]3[C@H:19]([C:22]4[C:27]([C:28]5[CH:29]=[C:30]([C:36]6[CH:41]=[CH:40][C:39]([C:42]([O:44]C)=[O:43])=[CH:38][C:37]=6[CH3:46])[CH:31]=[CH:32][C:33]=5[O:34][CH3:35])=[CH:26][C:25]([CH:47]([CH3:49])[CH3:48])=[C:24]([N:50]([CH3:52])[CH3:51])[N:23]=4)[CH2:20][CH2:21][C@@H:14]23)[CH:6]=[C:7]([C:9]([F:12])([F:11])[F:10])[CH:8]=1.[OH-].[Li+]. Product: [F:53][C:2]([F:1])([F:54])[C:3]1[CH:4]=[C:5]([C@H:13]2[O:17][C:16](=[O:18])[N:15]3[C@H:19]([C:22]4[C:27]([C:28]5[CH:29]=[C:30]([C:36]6[CH:41]=[CH:40][C:39]([C:42]([OH:44])=[O:43])=[CH:38][C:37]=6[CH3:46])[CH:31]=[CH:32][C:33]=5[O:34][CH3:35])=[CH:26][C:25]([CH:47]([CH3:49])[CH3:48])=[C:24]([N:50]([CH3:51])[CH3:52])[N:23]=4)[CH2:20][CH2:21][C@@H:14]23)[CH:6]=[C:7]([C:9]([F:10])([F:12])[F:11])[CH:8]=1. The catalyst class is: 1.